This data is from Full USPTO retrosynthesis dataset with 1.9M reactions from patents (1976-2016). The task is: Predict the reactants needed to synthesize the given product. (1) Given the product [Br:9][CH2:10]/[CH:11]=[CH:12]/[C:13]([N:2]([CH3:3])[CH3:1])=[O:14], predict the reactants needed to synthesize it. The reactants are: [CH3:1][NH:2][CH3:3].O1CCCC1.[Br:9][CH2:10]/[CH:11]=[CH:12]/[C:13](Cl)=[O:14]. (2) Given the product [C:18]([NH:22][C:23]([C:25]1[C:33]2[C:28](=[N:29][CH:30]=[C:31]([C:34]3[C:42]4[C:37](=[CH:38][CH:39]=[C:40]([O:43][CH:44]([F:45])[F:46])[CH:41]=4)[N:36]([CH2:2][C:3]([N:5]4[CH2:10][CH2:9][N:8]([CH3:11])[CH2:7][CH2:6]4)=[O:4])[N:35]=3)[N:32]=2)[N:27]([CH2:47][O:48][CH2:49][CH2:50][Si:51]([CH3:54])([CH3:53])[CH3:52])[CH:26]=1)=[O:24])([CH3:21])([CH3:20])[CH3:19], predict the reactants needed to synthesize it. The reactants are: Cl[CH2:2][C:3]([N:5]1[CH2:10][CH2:9][N:8]([CH3:11])[CH2:7][CH2:6]1)=[O:4].C(=O)([O-])[O-].[K+].[K+].[C:18]([NH:22][C:23]([C:25]1[C:33]2[C:28](=[N:29][CH:30]=[C:31]([C:34]3[C:42]4[C:37](=[CH:38][CH:39]=[C:40]([O:43][CH:44]([F:46])[F:45])[CH:41]=4)[NH:36][N:35]=3)[N:32]=2)[N:27]([CH2:47][O:48][CH2:49][CH2:50][Si:51]([CH3:54])([CH3:53])[CH3:52])[CH:26]=1)=[O:24])([CH3:21])([CH3:20])[CH3:19]. (3) Given the product [NH2:1][S:2]([C:5]1[CH:6]=[CH:7][C:8]([N:11]2[C:15]([CH2:16][C:17]3[CH:22]=[CH:21][CH:20]=[CH:19][CH:18]=3)=[N:14][C:13]([C:23]([OH:25])=[O:24])=[N:12]2)=[N:9][CH:10]=1)(=[O:3])=[O:4], predict the reactants needed to synthesize it. The reactants are: [NH2:1][S:2]([C:5]1[CH:6]=[CH:7][C:8]([N:11]2[C:15]([CH2:16][C:17]3[CH:22]=[CH:21][CH:20]=[CH:19][CH:18]=3)=[N:14][C:13]([C:23]([O:25]CC)=[O:24])=[N:12]2)=[N:9][CH:10]=1)(=[O:4])=[O:3].